Dataset: Merck oncology drug combination screen with 23,052 pairs across 39 cell lines. Task: Regression. Given two drug SMILES strings and cell line genomic features, predict the synergy score measuring deviation from expected non-interaction effect. (1) Drug 1: COC12C(COC(N)=O)C3=C(C(=O)C(C)=C(N)C3=O)N1CC1NC12. Drug 2: Cc1nc(Nc2ncc(C(=O)Nc3c(C)cccc3Cl)s2)cc(N2CCN(CCO)CC2)n1. Cell line: SW837. Synergy scores: synergy=55.9. (2) Drug 1: CCN(CC)CCNC(=O)c1c(C)[nH]c(C=C2C(=O)Nc3ccc(F)cc32)c1C. Drug 2: Cn1c(=O)n(-c2ccc(C(C)(C)C#N)cc2)c2c3cc(-c4cnc5ccccc5c4)ccc3ncc21. Cell line: UWB1289. Synergy scores: synergy=24.4. (3) Drug 1: CCC1(O)C(=O)OCc2c1cc1n(c2=O)Cc2cc3c(CN(C)C)c(O)ccc3nc2-1. Drug 2: Cn1cc(-c2cnn3c(N)c(Br)c(C4CCCNC4)nc23)cn1. Cell line: CAOV3. Synergy scores: synergy=9.82. (4) Drug 1: N#Cc1ccc(Cn2cncc2CN2CCN(c3cccc(Cl)c3)C(=O)C2)cc1. Synergy scores: synergy=42.2. Cell line: HT29. Drug 2: COC1CC2CCC(C)C(O)(O2)C(=O)C(=O)N2CCCCC2C(=O)OC(C(C)CC2CCC(OP(C)(C)=O)C(OC)C2)CC(=O)C(C)C=C(C)C(O)C(OC)C(=O)C(C)CC(C)C=CC=CC=C1C. (5) Cell line: MDAMB436. Synergy scores: synergy=4.91. Drug 1: CCN(CC)CCNC(=O)c1c(C)[nH]c(C=C2C(=O)Nc3ccc(F)cc32)c1C. Drug 2: CCc1cnn2c(NCc3ccc[n+]([O-])c3)cc(N3CCCCC3CCO)nc12. (6) Drug 1: NC(=O)c1cccc2cn(-c3ccc(C4CCCNC4)cc3)nc12. Drug 2: NC1CCCCC1N.O=C(O)C(=O)O.[Pt+2]. Cell line: A375. Synergy scores: synergy=-13.1. (7) Drug 1: COc1cccc2c1C(=O)c1c(O)c3c(c(O)c1C2=O)CC(O)(C(=O)CO)CC3OC1CC(N)C(O)C(C)O1. Drug 2: NC(=O)c1cccc2cn(-c3ccc(C4CCCNC4)cc3)nc12. Cell line: UWB1289. Synergy scores: synergy=-0.210. (8) Drug 1: CN(Cc1cnc2nc(N)nc(N)c2n1)c1ccc(C(=O)NC(CCC(=O)O)C(=O)O)cc1. Drug 2: COC1=C2CC(C)CC(OC)C(O)C(C)C=C(C)C(OC(N)=O)C(OC)C=CC=C(C)C(=O)NC(=CC1=O)C2=O. Cell line: A375. Synergy scores: synergy=-3.50. (9) Drug 1: CC1CC2C3CCC4=CC(=O)C=CC4(C)C3(F)C(O)CC2(C)C1(O)C(=O)CO. Drug 2: CC(C)CC(NC(=O)C(Cc1ccccc1)NC(=O)c1cnccn1)B(O)O. Cell line: SKMES1. Synergy scores: synergy=-11.4. (10) Drug 1: COC1=C2CC(C)CC(OC)C(O)C(C)C=C(C)C(OC(N)=O)C(OC)C=CC=C(C)C(=O)NC(=CC1=O)C2=O. Drug 2: CCc1cnn2c(NCc3ccc[n+]([O-])c3)cc(N3CCCCC3CCO)nc12. Cell line: DLD1. Synergy scores: synergy=7.15.